This data is from NCI-60 drug combinations with 297,098 pairs across 59 cell lines. The task is: Regression. Given two drug SMILES strings and cell line genomic features, predict the synergy score measuring deviation from expected non-interaction effect. (1) Drug 1: CC1=C2C(C(=O)C3(C(CC4C(C3C(C(C2(C)C)(CC1OC(=O)C(C(C5=CC=CC=C5)NC(=O)OC(C)(C)C)O)O)OC(=O)C6=CC=CC=C6)(CO4)OC(=O)C)O)C)O. Drug 2: C1C(C(OC1N2C=NC(=NC2=O)N)CO)O. Cell line: SR. Synergy scores: CSS=22.4, Synergy_ZIP=-4.64, Synergy_Bliss=2.90, Synergy_Loewe=3.25, Synergy_HSA=5.10. (2) Drug 1: C1=NNC2=C1C(=O)NC=N2. Drug 2: CC1C(C(CC(O1)OC2CC(CC3=C2C(=C4C(=C3O)C(=O)C5=CC=CC=C5C4=O)O)(C(=O)C)O)N)O. Cell line: HT29. Synergy scores: CSS=32.3, Synergy_ZIP=0.322, Synergy_Bliss=0.223, Synergy_Loewe=-42.3, Synergy_HSA=-0.0381.